This data is from Peptide-MHC class I binding affinity with 185,985 pairs from IEDB/IMGT. The task is: Regression. Given a peptide amino acid sequence and an MHC pseudo amino acid sequence, predict their binding affinity value. This is MHC class I binding data. The peptide sequence is MFKNFPFFK. The MHC is HLA-B27:03 with pseudo-sequence HLA-B27:03. The binding affinity (normalized) is 0.0847.